Dataset: Forward reaction prediction with 1.9M reactions from USPTO patents (1976-2016). Task: Predict the product of the given reaction. (1) Given the reactants [Cl:1][C:2]1[CH:31]=[CH:30][C:5]([CH2:6][NH:7][C:8]([C:10]2[C:11](=[O:29])[C:12]3[C:13]4[N:14]([CH:28]=2)[CH2:15][C:16](=[O:27])[N:17]([CH2:24][CH2:25][OH:26])[C:18]=4[CH:19]=[C:20]([CH2:22]Cl)[CH:21]=3)=[O:9])=[CH:4][CH:3]=1.[O:32]1[C:36]2[CH:37]=[CH:38][CH:39]=[CH:40][C:35]=2[CH:34]=[C:33]1[CH:41]([OH:45])[CH2:42][NH:43][CH3:44].CN(C=O)C.C(N(C(C)C)CC)(C)C, predict the reaction product. The product is: [O:32]1[C:36]2[CH:37]=[CH:38][CH:39]=[CH:40][C:35]=2[CH:34]=[C:33]1[CH:41]([OH:45])[CH2:42][N:43]([CH2:22][C:20]1[CH:21]=[C:12]2[C:11](=[O:29])[C:10]([C:8]([NH:7][CH2:6][C:5]3[CH:30]=[CH:31][C:2]([Cl:1])=[CH:3][CH:4]=3)=[O:9])=[CH:28][N:14]3[CH2:15][C:16](=[O:27])[N:17]([CH2:24][CH2:25][OH:26])[C:18]([CH:19]=1)=[C:13]23)[CH3:44]. (2) The product is: [N+:1]([C:4]1[CH:5]=[C:6]([C:7]2[O:8][C:14](=[O:15])[NH:10][N:9]=2)[CH:11]=[CH:12][CH:13]=1)([O-:3])=[O:2]. Given the reactants [N+:1]([C:4]1[CH:5]=[C:6]([CH:11]=[CH:12][CH:13]=1)[C:7]([NH:9][NH2:10])=[O:8])([O-:3])=[O:2].[C:14](N1C=CN=C1)(N1C=CN=C1)=[O:15].Cl.O, predict the reaction product. (3) Given the reactants [CH3:1][S:2][C:3]1[N:7]([C:8]2[S:12][C:11]([C:13]([O:15]C)=O)=[C:10]([O:17][CH2:18][C:19]3[CH:24]=[CH:23][CH:22]=[CH:21][C:20]=3[C:25]([F:28])([F:27])[F:26])[CH:9]=2)[C:6]2[CH:29]=[CH:30][CH:31]=[CH:32][C:5]=2[N:4]=1.[NH3:33].CO, predict the reaction product. The product is: [CH3:1][S:2][C:3]1[N:7]([C:8]2[S:12][C:11]([C:13]([NH2:33])=[O:15])=[C:10]([O:17][CH2:18][C:19]3[CH:24]=[CH:23][CH:22]=[CH:21][C:20]=3[C:25]([F:26])([F:28])[F:27])[CH:9]=2)[C:6]2[CH:29]=[CH:30][CH:31]=[CH:32][C:5]=2[N:4]=1. (4) The product is: [Br:1][C:2]1[C:10]([F:11])=[CH:9][C:5]([C:6]([O:8][CH3:15])=[O:7])=[C:4]([F:12])[CH:3]=1. Given the reactants [Br:1][C:2]1[C:10]([F:11])=[CH:9][C:5]([C:6]([OH:8])=[O:7])=[C:4]([F:12])[CH:3]=1.[N+](=[CH2:15])=[N-].CCOCC, predict the reaction product.